This data is from Forward reaction prediction with 1.9M reactions from USPTO patents (1976-2016). The task is: Predict the product of the given reaction. (1) Given the reactants [C:1]([CH:5]1[N:14]2[C:9](=[CH:10][C:11](=[O:20])[C:12]([C:15]([O:17]CC)=[O:16])=[CH:13]2)[C:8]2[CH:21]=[C:22]([O:31][CH3:32])[C:23]([O:25][CH2:26][CH2:27][CH2:28][O:29][CH3:30])=[CH:24][C:7]=2[CH2:6]1)([CH3:4])([CH3:3])[CH3:2].[Li+].[OH-].Cl, predict the reaction product. The product is: [C:1]([CH:5]1[N:14]2[C:9](=[CH:10][C:11](=[O:20])[C:12]([C:15]([OH:17])=[O:16])=[CH:13]2)[C:8]2[CH:21]=[C:22]([O:31][CH3:32])[C:23]([O:25][CH2:26][CH2:27][CH2:28][O:29][CH3:30])=[CH:24][C:7]=2[CH2:6]1)([CH3:4])([CH3:2])[CH3:3]. (2) Given the reactants [CH3:1][O:2][C:3]1[CH:4]=[C:5]2[N:22]=[CH:21][N:20]=[C:19]([NH:23][C:24]3[CH:25]=[CH:26][C:27]([F:31])=[C:28]([Cl:30])[CH:29]=3)[C:6]2=[CH:7][C:8]=1[O:9][CH2:10][CH2:11][CH2:12][N:13]1[CH2:18][CH2:17][O:16][CH2:15][CH2:14]1.[CH:32]1[C:37](/[CH:38]=[CH:39]/[C:40]([OH:42])=[O:41])=[CH:36][CH:35]=[C:34]([OH:43])[CH:33]=1, predict the reaction product. The product is: [CH3:1][O:2][C:3]1[CH:4]=[C:5]2[N:22]=[CH:21][N:20]=[C:19]([NH:23][C:24]3[CH:25]=[CH:26][C:27]([F:31])=[C:28]([Cl:30])[CH:29]=3)[C:6]2=[CH:7][C:8]=1[O:9][CH2:10][CH2:11][CH2:12][N:13]1[CH2:18][CH2:17][O:16][CH2:15][CH2:14]1.[CH:32]1[C:37](/[CH:38]=[CH:39]/[C:40]([OH:42])=[O:41])=[CH:36][CH:35]=[C:34]([OH:43])[CH:33]=1. (3) Given the reactants C([O:9][CH:10]1[CH2:18][CH:13]2[O:14][C:15](=[O:17])[CH2:16][CH:12]2[CH:11]1[CH2:19][CH2:20][CH:21]([F:34])[CH2:22][O:23][C:24]1[CH:29]=[CH:28][CH:27]=[C:26]([C:30]([F:33])([F:32])[F:31])[CH:25]=1)(=O)C1C=CC=CC=1.C([O-])([O-])=O.[K+].[K+].C(O)(=O)CC(CC(O)=O)(C(O)=O)O, predict the reaction product. The product is: [F:34][CH:21]([CH2:22][O:23][C:24]1[CH:29]=[CH:28][CH:27]=[C:26]([C:30]([F:33])([F:31])[F:32])[CH:25]=1)[CH2:20][CH2:19][CH:11]1[CH:12]2[CH:13]([O:14][C:15](=[O:17])[CH2:16]2)[CH2:18][CH:10]1[OH:9]. (4) Given the reactants [Cl:1][C:2]1[CH:7]=[CH:6][CH:5]=[CH:4][C:3]=1[C:8]1[N:9]=[N:10][N:11](S(C2C=CC(C)=CC=2)(=O)=O)[CH:12]=1.[Mg], predict the reaction product. The product is: [Cl:1][C:2]1[CH:7]=[CH:6][CH:5]=[CH:4][C:3]=1[C:8]1[N:9]=[N:10][NH:11][CH:12]=1. (5) Given the reactants [CH:1]1([CH2:6][C@H:7]([NH:14][C:15](=[O:21])[O:16][C:17]([CH3:20])([CH3:19])[CH3:18])[CH2:8]OS(C)(=O)=O)[CH2:5][CH2:4][CH2:3][CH2:2]1.[CH3:22][NH2:23], predict the reaction product. The product is: [CH:1]1([CH2:6][C@H:7]([NH:14][C:15](=[O:21])[O:16][C:17]([CH3:20])([CH3:19])[CH3:18])[CH2:8][NH:23][CH3:22])[CH2:5][CH2:4][CH2:3][CH2:2]1. (6) Given the reactants [O:1]1[CH:5]=[CH:4][C:3]([NH2:6])=[N:2]1.[CH3:7][O:8][C:9]1[CH:14]=[C:13]([C:15]([F:18])([F:17])[F:16])[CH:12]=[CH:11][C:10]=1[C:19]1[C:28]2[C:23](=[CH:24][C:25]([S:29](F)(=[O:31])=[O:30])=[CH:26][CH:27]=2)[N:22]=[CH:21][N:20]=1.[Li+].C[Si]([N-][Si](C)(C)C)(C)C.Cl.O1CCOCC1, predict the reaction product. The product is: [O:1]1[CH:5]=[CH:4][C:3]([NH:6][S:29]([C:25]2[CH:24]=[C:23]3[C:28]([C:19]([C:10]4[CH:11]=[CH:12][C:13]([C:15]([F:18])([F:16])[F:17])=[CH:14][C:9]=4[O:8][CH3:7])=[N:20][CH:21]=[N:22]3)=[CH:27][CH:26]=2)(=[O:31])=[O:30])=[N:2]1. (7) Given the reactants [Cl:1][C:2]1[CH:7]=[C:6]([F:8])[CH:5]=[CH:4][C:3]=1[CH2:9][NH:10][C:11](=[O:23])[CH2:12][C:13]1[C:14]([CH3:22])=[N:15][N:16]([CH2:19][CH2:20][OH:21])[C:17]=1[CH3:18].C(N(C(C)C)CC)(C)C.[S:33](O[S:33]([C:36]([F:39])([F:38])[F:37])(=[O:35])=[O:34])([C:36]([F:39])([F:38])[F:37])(=[O:35])=[O:34].O, predict the reaction product. The product is: [F:37][C:36]([F:39])([F:38])[S:33]([O:21][CH2:20][CH2:19][N:16]1[C:17]([CH3:18])=[C:13]([CH2:12][C:11]([NH:10][CH2:9][C:3]2[CH:4]=[CH:5][C:6]([F:8])=[CH:7][C:2]=2[Cl:1])=[O:23])[C:14]([CH3:22])=[N:15]1)(=[O:35])=[O:34]. (8) Given the reactants Cl[C:2]1[N:7]=[N:6][C:5]([CH2:8][N:9]2[CH:14]=[C:13]3[N:15]=[C:16]([C:18]4[CH:23]=[CH:22][CH:21]=[CH:20][C:19]=4[F:24])[N:17]=[C:12]3[CH:11]=[N:10]2)=[CH:4][CH:3]=1.[OH:25][C:26]1[CH:31]=[CH:30][C:29](B(O)O)=[C:28]([C:35]([F:38])([F:37])[F:36])[CH:27]=1, predict the reaction product. The product is: [F:24][C:19]1[CH:20]=[CH:21][CH:22]=[CH:23][C:18]=1[C:16]1[N:17]=[C:12]2[CH:11]=[N:10][N:9]([CH2:8][C:5]3[N:6]=[N:7][C:2]([C:29]4[CH:30]=[CH:31][C:26]([OH:25])=[CH:27][C:28]=4[C:35]([F:36])([F:37])[F:38])=[CH:3][CH:4]=3)[CH:14]=[C:13]2[N:15]=1.